From a dataset of Forward reaction prediction with 1.9M reactions from USPTO patents (1976-2016). Predict the product of the given reaction. Given the reactants [Cl-].O[NH3+:3].[C:4](=[O:7])([O-])[OH:5].[Na+].CS(C)=O.[F:13][C:14]1[CH:15]=[C:16]([C:44]2[C:45]([C:50]#[N:51])=[CH:46][CH:47]=[CH:48][CH:49]=2)[CH:17]=[CH:18][C:19]=1[CH2:20][C:21]1[C:22](=[O:43])[N:23]([C@H:33]2[CH2:36][C@H:35]([O:37][CH2:38][C:39]([OH:42])([CH3:41])[CH3:40])[CH2:34]2)[C:24]2[N:25]([N:30]=[CH:31][N:32]=2)[C:26]=1[CH2:27][CH2:28][CH3:29], predict the reaction product. The product is: [F:13][C:14]1[CH:15]=[C:16]([C:44]2[CH:49]=[CH:48][CH:47]=[CH:46][C:45]=2[C:50]2[NH:3][C:4](=[O:7])[O:5][N:51]=2)[CH:17]=[CH:18][C:19]=1[CH2:20][C:21]1[C:22](=[O:43])[N:23]([C@H:33]2[CH2:36][C@H:35]([O:37][CH2:38][C:39]([OH:42])([CH3:40])[CH3:41])[CH2:34]2)[C:24]2[N:25]([N:30]=[CH:31][N:32]=2)[C:26]=1[CH2:27][CH2:28][CH3:29].